Dataset: Reaction yield outcomes from USPTO patents with 853,638 reactions. Task: Predict the reaction yield, written as a fraction of the theoretical maximum amount of product (1.0 means a 100% yield; for example, 0.34 means a 34% yield). (1) The reactants are [Cl-].O[NH3+:3].[C:4](=[O:7])([O-])[OH:5].[Na+].CS(C)=O.[OH:13][C:14]([C:17]1[CH:57]=[CH:56][C:20]([O:21][C@@H:22]2[CH2:27][CH2:26][C@H:25]([N:28]3[C:33](=[O:34])[C:32]([CH2:35][C:36]4[CH:41]=[CH:40][C:39]([C:42]5[C:43]([C:48]#[N:49])=[CH:44][CH:45]=[CH:46][CH:47]=5)=[CH:38][CH:37]=4)=[C:31]([CH2:50][CH2:51][CH3:52])[N:30]4[N:53]=[CH:54][N:55]=[C:29]34)[CH2:24][CH2:23]2)=[CH:19][CH:18]=1)([CH3:16])[CH3:15]. The catalyst is O.C(OCC)(=O)C. The product is [OH:13][C:14]([C:17]1[CH:57]=[CH:56][C:20]([O:21][C@@H:22]2[CH2:27][CH2:26][C@H:25]([N:28]3[C:33](=[O:34])[C:32]([CH2:35][C:36]4[CH:41]=[CH:40][C:39]([C:42]5[CH:47]=[CH:46][CH:45]=[CH:44][C:43]=5[C:48]5[NH:3][C:4](=[O:7])[O:5][N:49]=5)=[CH:38][CH:37]=4)=[C:31]([CH2:50][CH2:51][CH3:52])[N:30]4[N:53]=[CH:54][N:55]=[C:29]34)[CH2:24][CH2:23]2)=[CH:19][CH:18]=1)([CH3:16])[CH3:15]. The yield is 0.460. (2) The reactants are FC(F)(F)S(O[C:7]1[CH:8]=[CH:9][C:10]2[O:14][C:13]([C:15]3[CH:20]=[CH:19][C:18]([F:21])=[CH:17][CH:16]=3)=[C:12]([C:22](=[O:25])[NH:23][CH3:24])[C:11]=2[C:26]=1[F:27])(=O)=O.O1CCOCC1.B([C:39]1[CH:40]=[C:41]([CH:45]=[CH:46][C:47]=1[O:48][CH3:49])[C:42]([OH:44])=[O:43])(O)O.C(=O)([O-])[O-].[Cs+].[Cs+]. The catalyst is C1C=CC([P]([Pd]([P](C2C=CC=CC=2)(C2C=CC=CC=2)C2C=CC=CC=2)([P](C2C=CC=CC=2)(C2C=CC=CC=2)C2C=CC=CC=2)[P](C2C=CC=CC=2)(C2C=CC=CC=2)C2C=CC=CC=2)(C2C=CC=CC=2)C2C=CC=CC=2)=CC=1.O. The product is [F:27][C:26]1[C:11]2[C:12]([C:22](=[O:25])[NH:23][CH3:24])=[C:13]([C:15]3[CH:20]=[CH:19][C:18]([F:21])=[CH:17][CH:16]=3)[O:14][C:10]=2[CH:9]=[CH:8][C:7]=1[C:39]1[CH:40]=[C:41]([CH:45]=[CH:46][C:47]=1[O:48][CH3:49])[C:42]([OH:44])=[O:43]. The yield is 0.354. (3) The reactants are [Br:1][C:2]1[CH:22]=[CH:21][C:5]([O:6][CH2:7][C:8]2[NH:9][CH:10]=[C:11]([C:13]3[CH:18]=[CH:17][C:16]([Cl:19])=[CH:15][C:14]=3[Cl:20])[N:12]=2)=[CH:4][CH:3]=1.Br[CH2:24][C:25]1[CH:34]=[CH:33][C:28]([C:29]([O:31][CH3:32])=[O:30])=[CH:27][CH:26]=1. No catalyst specified. The product is [CH3:32][O:31][C:29](=[O:30])[C:28]1[CH:33]=[CH:34][C:25]([CH2:24][N:9]2[CH:10]=[C:11]([C:13]3[CH:18]=[CH:17][C:16]([Cl:19])=[CH:15][C:14]=3[Cl:20])[N:12]=[C:8]2[CH2:7][O:6][C:5]2[CH:21]=[CH:22][C:2]([Br:1])=[CH:3][CH:4]=2)=[CH:26][CH:27]=1. The yield is 0.690.